This data is from Catalyst prediction with 721,799 reactions and 888 catalyst types from USPTO. The task is: Predict which catalyst facilitates the given reaction. (1) Reactant: [F:1][C:2]1[CH:7]=[C:6]([F:8])[CH:5]=[CH:4][C:3]=1[N:9]1[C:17](=[O:18])[C:16]2[C@@H:15]3[C:19]([CH3:21])([CH3:20])[C@@:12]([CH3:22])([CH2:13][CH2:14]3)[C:11]=2[NH:10]1.Br[CH2:24][CH2:25][CH:26]([CH3:28])[CH3:27]. Product: [F:1][C:2]1[CH:7]=[C:6]([F:8])[CH:5]=[CH:4][C:3]=1[N:9]1[C:17](=[O:18])[C:16]2[C@@H:15]3[C:19]([CH3:21])([CH3:20])[C@@:12]([CH3:22])([CH2:13][CH2:14]3)[C:11]=2[N:10]1[CH2:24][CH2:25][CH:26]([CH3:28])[CH3:27]. The catalyst class is: 711. (2) Reactant: [CH2:1]([O:8][CH2:9][CH2:10][S:11][C:12]1[CH:17]=[CH:16][CH:15]=[CH:14][C:13]=1[C:18]([NH:21][C:22]1[C:23](=[O:43])[N:24]([C:29]2[CH:30]=[C:31]([CH:38]=[C:39]([F:42])[C:40]=2[CH3:41])[C:32]([NH:34][CH:35]2[CH2:37][CH2:36]2)=[O:33])[CH:25]=[C:26](Br)[N:27]=1)([CH3:20])[CH3:19])[C:2]1[CH:7]=[CH:6][CH:5]=[CH:4][CH:3]=1.C([O-])=O.[NH4+]. Product: [CH2:1]([O:8][CH2:9][CH2:10][S:11][C:12]1[CH:17]=[CH:16][CH:15]=[CH:14][C:13]=1[C:18]([NH:21][C:22]1[C:23](=[O:43])[N:24]([C:29]2[CH:30]=[C:31]([CH:38]=[C:39]([F:42])[C:40]=2[CH3:41])[C:32]([NH:34][CH:35]2[CH2:37][CH2:36]2)=[O:33])[CH:25]=[CH:26][N:27]=1)([CH3:20])[CH3:19])[C:2]1[CH:7]=[CH:6][CH:5]=[CH:4][CH:3]=1. The catalyst class is: 29. (3) Reactant: COC(=O)[C@H]([O:11][C:12]1[C:13](=[O:45])[N:14]([C:38]2[N:39]=[N:40][C:41]([CH3:44])=[CH:42][CH:43]=2)[C@@H:15]([C:28]2[CH:29]=[N:30][C:31]([C:34]([F:37])([F:36])[F:35])=[CH:32][CH:33]=2)[C:16]=1[C:17](=[O:27])[C:18]1[CH:23]=[CH:22][C:21]([CH:24]([CH3:26])[CH3:25])=[CH:20][CH:19]=1)C1C=CC=CC=1. Product: [OH:11][C:12]1[C:13](=[O:45])[N:14]([C:38]2[N:39]=[N:40][C:41]([CH3:44])=[CH:42][CH:43]=2)[C@@H:15]([C:28]2[CH:29]=[N:30][C:31]([C:34]([F:35])([F:36])[F:37])=[CH:32][CH:33]=2)[C:16]=1[C:17](=[O:27])[C:18]1[CH:23]=[CH:22][C:21]([CH:24]([CH3:26])[CH3:25])=[CH:20][CH:19]=1. The catalyst class is: 16. (4) Product: [CH2:29]([O:28][C:27]1[CH:26]=[CH:25][C:22]([CH:23]=[CH2:1])=[CH:21][C:20]=1[O:19][CH2:7][CH2:8][CH2:9][CH2:10][CH2:11][CH2:12][CH2:13][CH2:14][CH2:15][CH2:16][CH2:17][CH3:18])[CH2:30][CH2:31][CH2:32][CH2:33][CH2:34][CH2:35][CH2:36][CH2:37][CH2:38][CH2:39][CH3:40]. Reactant: [C:1]([O-])([O-])=O.[K+].[K+].[CH2:7]([O:19][C:20]1[CH:21]=[C:22]([CH:25]=[CH:26][C:27]=1[O:28][CH2:29][CH2:30][CH2:31][CH2:32][CH2:33][CH2:34][CH2:35][CH2:36][CH2:37][CH2:38][CH2:39][CH3:40])[CH:23]=O)[CH2:8][CH2:9][CH2:10][CH2:11][CH2:12][CH2:13][CH2:14][CH2:15][CH2:16][CH2:17][CH3:18]. The catalyst class is: 38. (5) Reactant: [OH:1][CH2:2][C:3]1[C:4]2[C:9]([CH:10]=[C:11]3[C:16]=1[CH:15]=[CH:14][CH:13]=[CH:12]3)=[CH:8][CH:7]=[CH:6][CH:5]=2.[C:17](O[C:17](=[O:21])[C:18]([CH3:20])=[CH2:19])(=[O:21])[C:18]([CH3:20])=[CH2:19]. Product: [C:17]([O:1][CH2:2][C:3]1[C:4]2[C:9]([CH:10]=[C:11]3[C:16]=1[CH:15]=[CH:14][CH:13]=[CH:12]3)=[CH:8][CH:7]=[CH:6][CH:5]=2)(=[O:21])[C:18]([CH3:20])=[CH2:19]. The catalyst class is: 768. (6) Reactant: [H-].[Na+].[NH:3]1[C:11]2[C:6](=[CH:7][CH:8]=[C:9]([C:12]([O:14][CH2:15][CH3:16])=[O:13])[CH:10]=2)[CH:5]=[C:4]1[C:17]([O:19][CH2:20][CH3:21])=[O:18].[CH3:22][C@@H:23]1OS(=O)(=O)[N:25]([C:30]([O:32][C:33]([CH3:36])([CH3:35])[CH3:34])=[O:31])[CH2:24]1. Product: [C:33]([O:32][C:30]([NH:25][CH2:24][C@H:23]([N:3]1[C:11]2[C:6](=[CH:7][CH:8]=[C:9]([C:12]([O:14][CH2:15][CH3:16])=[O:13])[CH:10]=2)[CH:5]=[C:4]1[C:17]([O:19][CH2:20][CH3:21])=[O:18])[CH3:22])=[O:31])([CH3:36])([CH3:35])[CH3:34]. The catalyst class is: 3. (7) Reactant: C[O:2][C:3]1[CH:4]=[C:5]([N:9]2[C:13]3[CH:14]=[CH:15][CH:16]=[C:17]([C:18]([F:21])([F:20])[F:19])[C:12]=3[N:11]=[C:10]2[CH3:22])[CH:6]=[CH:7][CH:8]=1.Cl.N1C=CC=CC=1. Product: [CH3:22][C:10]1[N:9]([C:5]2[CH:4]=[C:3]([OH:2])[CH:8]=[CH:7][CH:6]=2)[C:13]2[CH:14]=[CH:15][CH:16]=[C:17]([C:18]([F:20])([F:19])[F:21])[C:12]=2[N:11]=1. The catalyst class is: 238.